This data is from Cav3 T-type calcium channel HTS with 100,875 compounds. The task is: Binary Classification. Given a drug SMILES string, predict its activity (active/inactive) in a high-throughput screening assay against a specified biological target. (1) The drug is O(C(=O)c1c(n2c(c(C3n4c5c([nH]c4=NC(=N3)N)cccc5)cc2C)C)cccc1)CC. The result is 0 (inactive). (2) The molecule is o1c2c(n(CC(=O)NCc3c(OC)c(OC)ccc3)c1=O)cccc2. The result is 0 (inactive). (3) The compound is Brc1c2c(nccc2)c(N2C(=O)c3c(C2=O)ccc(Oc2c(OC)cccc2)c3)cc1. The result is 0 (inactive). (4) The compound is S(=O)(=O)(N)c1ccc(NC(=O)CN2CC(CC(C2)C)C)cc1. The result is 0 (inactive).